From a dataset of Forward reaction prediction with 1.9M reactions from USPTO patents (1976-2016). Predict the product of the given reaction. Given the reactants [CH3:1][N:2]1[C:6](B2OC(C)(C)C(C)(C)O2)=[CH:5][CH:4]=[N:3]1.C([O-])([O-])=O.[K+].[K+].Br[C:23]1[CH:24]=[N:25][C:26]([C:29]([OH:31])=[O:30])=[N:27][CH:28]=1, predict the reaction product. The product is: [CH3:1][N:2]1[C:6]([C:23]2[CH:24]=[N:25][C:26]([C:29]([OH:31])=[O:30])=[N:27][CH:28]=2)=[CH:5][CH:4]=[N:3]1.